From a dataset of Full USPTO retrosynthesis dataset with 1.9M reactions from patents (1976-2016). Predict the reactants needed to synthesize the given product. The reactants are: [S:1]1[C:5]([C:6]2[C:13]([C:14]#[N:15])=[C:12]([OH:16])[C:11]([O:17]C)=[CH:10][C:7]=2[C:8]#[N:9])=[CH:4][C:3]2[CH:19]=[CH:20][CH:21]=[CH:22][C:2]1=2.BrC1C(C#N)=C(O)C(OC)=CC=1C#N.B(O)(O)C1SC2C(=CC=CC=2)C=1. Given the product [S:1]1[C:5]([C:6]2[C:13]([C:14]#[N:15])=[C:12]([OH:16])[C:11]([OH:17])=[CH:10][C:7]=2[C:8]#[N:9])=[CH:4][C:3]2[CH:19]=[CH:20][CH:21]=[CH:22][C:2]1=2, predict the reactants needed to synthesize it.